Task: Predict the product of the given reaction.. Dataset: Forward reaction prediction with 1.9M reactions from USPTO patents (1976-2016) (1) Given the reactants C(OC([NH:8][CH2:9][CH:10]1[CH2:14][CH2:13][NH:12][CH2:11]1)=O)(C)(C)C.[CH3:15][S:16](Cl)(=[O:18])=[O:17], predict the reaction product. The product is: [CH3:15][S:16]([N:12]1[CH2:13][CH2:14][CH:10]([CH2:9][NH2:8])[CH2:11]1)(=[O:18])=[O:17]. (2) Given the reactants C[O:2][C:3](=[O:17])[CH2:4][O:5][C:6]1[CH:15]=[CH:14][C:13]([SH:16])=[C:12]2[C:7]=1[CH2:8][CH2:9][CH2:10][O:11]2.Cl[CH2:19][C:20]1[CH:25]=[CH:24][C:23]([C:26]2[CH:31]=[CH:30][C:29]([C:32]([F:35])([F:34])[F:33])=[CH:28][N:27]=2)=[CH:22][CH:21]=1, predict the reaction product. The product is: [F:35][C:32]([F:33])([F:34])[C:29]1[CH:30]=[CH:31][C:26]([C:23]2[CH:24]=[CH:25][C:20]([CH2:19][S:16][C:13]3[CH:14]=[CH:15][C:6]([O:5][CH2:4][C:3]([OH:2])=[O:17])=[C:7]4[C:12]=3[O:11][CH2:10][CH2:9][CH2:8]4)=[CH:21][CH:22]=2)=[N:27][CH:28]=1. (3) Given the reactants Cl.[NH2:2][C@@H:3]([C:6]1[CH:7]=[N:8][CH:9]=[C:10]([CH:13]=1)[C:11]#[N:12])[CH2:4][CH3:5].CCN(C(C)C)C(C)C.[C:23]([C:25]1[C:32](F)=[CH:31][CH:30]=[C:27]([C:28]#[N:29])[C:26]=1[C:34]#[N:35])#[CH:24].C([O-])(O)=O.[Na+], predict the reaction product. The product is: [C:11]([C:10]1[CH:13]=[C:6]([C@H:3]([N:2]2[C:32]3[C:25](=[C:26]([C:34]#[N:35])[C:27]([C:28]#[N:29])=[CH:30][CH:31]=3)[CH:23]=[CH:24]2)[CH2:4][CH3:5])[CH:7]=[N:8][CH:9]=1)#[N:12].